This data is from NCI-60 drug combinations with 297,098 pairs across 59 cell lines. The task is: Regression. Given two drug SMILES strings and cell line genomic features, predict the synergy score measuring deviation from expected non-interaction effect. (1) Drug 1: CS(=O)(=O)C1=CC(=C(C=C1)C(=O)NC2=CC(=C(C=C2)Cl)C3=CC=CC=N3)Cl. Drug 2: CC1=CC=C(C=C1)C2=CC(=NN2C3=CC=C(C=C3)S(=O)(=O)N)C(F)(F)F. Cell line: MOLT-4. Synergy scores: CSS=18.0, Synergy_ZIP=-2.79, Synergy_Bliss=2.60, Synergy_Loewe=-9.59, Synergy_HSA=2.17. (2) Synergy scores: CSS=3.96, Synergy_ZIP=-7.17, Synergy_Bliss=-11.5, Synergy_Loewe=-53.6, Synergy_HSA=-10.3. Drug 2: CC1=C2C(C(=O)C3(C(CC4C(C3C(C(C2(C)C)(CC1OC(=O)C(C(C5=CC=CC=C5)NC(=O)C6=CC=CC=C6)O)O)OC(=O)C7=CC=CC=C7)(CO4)OC(=O)C)O)C)OC(=O)C. Drug 1: CC(CN1CC(=O)NC(=O)C1)N2CC(=O)NC(=O)C2. Cell line: NCI-H322M. (3) Drug 1: CC1CCC2CC(C(=CC=CC=CC(CC(C(=O)C(C(C(=CC(C(=O)CC(OC(=O)C3CCCCN3C(=O)C(=O)C1(O2)O)C(C)CC4CCC(C(C4)OC)OCCO)C)C)O)OC)C)C)C)OC. Drug 2: C(CC(=O)O)C(=O)CN.Cl. Cell line: HOP-92. Synergy scores: CSS=5.20, Synergy_ZIP=-1.94, Synergy_Bliss=-0.636, Synergy_Loewe=0.693, Synergy_HSA=0.557.